This data is from Catalyst prediction with 721,799 reactions and 888 catalyst types from USPTO. The task is: Predict which catalyst facilitates the given reaction. Reactant: [CH2:1]([O:8][CH2:9][CH2:10][CH2:11][C:12]1[O:16][N:15]=[C:14]([C:17]([O:19]CC)=[O:18])[CH:13]=1)[C:2]1[CH:7]=[CH:6][CH:5]=[CH:4][CH:3]=1.C(O)C.[OH-].[K+]. The catalyst class is: 6. Product: [CH2:1]([O:8][CH2:9][CH2:10][CH2:11][C:12]1[O:16][N:15]=[C:14]([C:17]([OH:19])=[O:18])[CH:13]=1)[C:2]1[CH:7]=[CH:6][CH:5]=[CH:4][CH:3]=1.